From a dataset of Catalyst prediction with 721,799 reactions and 888 catalyst types from USPTO. Predict which catalyst facilitates the given reaction. (1) Reactant: [CH:1]([O:4][CH:5]1[CH2:10][CH2:9][C:8]([C:11]2[O:15][N:14]=[C:13]([C:16]([OH:18])=O)[C:12]=2[CH3:19])=[CH:7][CH2:6]1)([CH3:3])[CH3:2].CN(C(ON1N=NC2C=CC=NC1=2)=[N+](C)C)C.F[P-](F)(F)(F)(F)F.[NH2:44][C:45]1[C:46](=[O:58])[N:47]([CH:52]2[CH2:57][CH2:56][CH2:55][CH2:54][CH2:53]2)[N:48]([CH3:51])[C:49]=1[CH3:50].C(N(CC)CC)C. Product: [CH:52]1([N:47]2[C:46](=[O:58])[C:45]([NH:44][C:16]([C:13]3[C:12]([CH3:19])=[C:11]([C:8]4[CH2:9][CH2:10][CH:5]([O:4][CH:1]([CH3:2])[CH3:3])[CH2:6][CH:7]=4)[O:15][N:14]=3)=[O:18])=[C:49]([CH3:50])[N:48]2[CH3:51])[CH2:53][CH2:54][CH2:55][CH2:56][CH2:57]1. The catalyst class is: 37. (2) Reactant: Cl.[NH2:2][C@H:3]([C:5]1[C:6](=[O:16])[NH:7][C:8]2[C:13]([CH:14]=1)=[CH:12][C:11]([Cl:15])=[CH:10][CH:9]=2)[CH3:4].F[C:18]1[CH:25]=[CH:24][C:21]([C:22]#[N:23])=[C:20]([O:26][CH3:27])[N:19]=1.CCN(C(C)C)C(C)C. Product: [Cl:15][C:11]1[CH:12]=[C:13]2[C:8](=[CH:9][CH:10]=1)[NH:7][C:6](=[O:16])[C:5]([C@@H:3]([NH:2][C:18]1[CH:25]=[CH:24][C:21]([C:22]#[N:23])=[C:20]([O:26][CH3:27])[N:19]=1)[CH3:4])=[CH:14]2. The catalyst class is: 16. (3) Reactant: [C:1]([C:3]1[CH:4]=[C:5]([NH:9][C:10]2[C:19]3[C:14](=[CH:15][CH:16]=[C:17]([NH2:20])[CH:18]=3)[N:13]=[CH:12][N:11]=2)[CH:6]=[CH:7][CH:8]=1)#[CH:2].N1C=CC=CC=1.Cl[C:28]([O:30][C:31]1[CH:36]=[CH:35][CH:34]=[CH:33][CH:32]=1)=[O:29]. Product: [C:1]([C:3]1[CH:4]=[C:5]([NH:9][C:10]2[C:19]3[C:14](=[CH:15][CH:16]=[C:17]([NH:20][C:28](=[O:29])[O:30][C:31]4[CH:36]=[CH:35][CH:34]=[CH:33][CH:32]=4)[CH:18]=3)[N:13]=[CH:12][N:11]=2)[CH:6]=[CH:7][CH:8]=1)#[CH:2]. The catalyst class is: 39. (4) The catalyst class is: 21. Reactant: [C:1]1(=[O:7])[O:6][C:4](=[O:5])[CH:3]=[CH:2]1.[OH-:8].[Na+].F[B-](F)(F)F.[Cl:15][C:16]1[CH:25]=[C:24]2[C:19]([CH:20]=[CH:21][CH:22]=[C:23]2[N+]#N)=[CH:18][CH:17]=1. Product: [Cl:15][C:16]1[CH:25]=[C:24]2[C:19]([CH:20]=[CH:21][CH:22]=[C:23]2[CH:2]([CH2:3][C:4]([OH:8])=[O:5])[C:1]([OH:6])=[O:7])=[CH:18][CH:17]=1.